Task: Predict which catalyst facilitates the given reaction.. Dataset: Catalyst prediction with 721,799 reactions and 888 catalyst types from USPTO (1) Reactant: [CH3:1][O:2][C:3]1[CH:4]=[C:5]([CH:9]=[CH:10][C:11]=1[C:12]([O:14][CH3:15])=[O:13])[C:6](O)=[O:7].C(Cl)(=O)C(Cl)=O.[NH3:22]. Product: [C:6]([C:5]1[CH:9]=[CH:10][C:11]([C:12]([O:14][CH3:15])=[O:13])=[C:3]([O:2][CH3:1])[CH:4]=1)(=[O:7])[NH2:22]. The catalyst class is: 1. (2) Reactant: [C:1]([C:4]1[C:5]([C:23]2[CH:28]=[CH:27][C:26]([F:29])=[C:25]([Cl:30])[CH:24]=2)=[N:6][N:7]2[C@H:12]3[CH2:13][O:14][CH2:15][C@H:11]3[N:10](C(OC(C)(C)C)=O)[CH2:9][C:8]=12)(=[O:3])[NH2:2].Cl. Product: [ClH:30].[Cl:30][C:25]1[CH:24]=[C:23]([C:5]2[C:4]([C:1]([NH2:2])=[O:3])=[C:8]3[CH2:9][NH:10][C@@H:11]4[CH2:15][O:14][CH2:13][C@@H:12]4[N:7]3[N:6]=2)[CH:28]=[CH:27][C:26]=1[F:29]. The catalyst class is: 12. (3) Reactant: [CH3:1][O:2][C:3]1[CH:11]=[C:10]2[C:6]([C:7]([CH2:18][C:19]3[N:24]=[C:23]([C:25]([NH:27][NH2:28])=[O:26])[CH:22]=[CH:21][CH:20]=3)=[C:8]([C:12]3[CH:17]=[CH:16][CH:15]=[CH:14][CH:13]=3)[NH:9]2)=[CH:5][CH:4]=1.[C:29](N1C=CN=C1)(N1C=CN=C1)=[O:30].Cl. Product: [CH3:1][O:2][C:3]1[CH:11]=[C:10]2[C:6]([C:7]([CH2:18][C:19]3[N:24]=[C:23]([C:25]4[O:26][C:29](=[O:30])[NH:28][N:27]=4)[CH:22]=[CH:21][CH:20]=3)=[C:8]([C:12]3[CH:13]=[CH:14][CH:15]=[CH:16][CH:17]=3)[NH:9]2)=[CH:5][CH:4]=1. The catalyst class is: 7. (4) Reactant: [Cl:1][C:2]1[N:7]=[CH:6][C:5](Cl)=[CH:4][N:3]=1.[F:9][C:10]([F:22])([F:21])[O:11][C:12]1[CH:17]=[CH:16][C:15](B(O)O)=[CH:14][CH:13]=1. Product: [Cl:1][C:2]1[N:7]=[CH:6][C:5]([C:15]2[CH:14]=[CH:13][C:12]([O:11][C:10]([F:9])([F:21])[F:22])=[CH:17][CH:16]=2)=[CH:4][N:3]=1. The catalyst class is: 45. (5) Product: [N+:22]([C:25]1[CH:30]=[CH:29][C:28]([N:31]=[C:19]([C:17]2[N:18]=[C:13]([C:11](=[N:10][C:3]3[C:2]([CH3:1])=[CH:7][C:6]([CH3:8])=[CH:5][C:4]=3[CH3:9])[CH3:12])[CH:14]=[CH:15][CH:16]=2)[CH3:20])=[CH:27][CH:26]=1)([O-:24])=[O:23]. The catalyst class is: 11. Reactant: [CH3:1][C:2]1[CH:7]=[C:6]([CH3:8])[CH:5]=[C:4]([CH3:9])[C:3]=1[N:10]=[C:11]([C:13]1[N:18]=[C:17]([C:19](=O)[CH3:20])[CH:16]=[CH:15][CH:14]=1)[CH3:12].[N+:22]([C:25]1[CH:30]=[CH:29][C:28]([NH2:31])=[CH:27][CH:26]=1)([O-:24])=[O:23]. (6) Reactant: [N:1]([O-])=O.[Na+].[NH2:5][C:6]1[CH:7]=[CH:8][C:9]([O:12][CH3:13])=[N:10][CH:11]=1.O.O.[Sn](Cl)[Cl:17]. Product: [ClH:17].[NH:5]([C:6]1[CH:7]=[CH:8][C:9]([O:12][CH3:13])=[N:10][CH:11]=1)[NH2:1]. The catalyst class is: 223.